This data is from Full USPTO retrosynthesis dataset with 1.9M reactions from patents (1976-2016). The task is: Predict the reactants needed to synthesize the given product. (1) Given the product [CH3:1][N:2]1[C@H:8]([CH2:9][OH:10])[CH2:7][CH2:6][C:3]21[CH2:5][CH2:4]2, predict the reactants needed to synthesize it. The reactants are: [CH3:1][N:2]1[C@H:8]([CH2:9][O:10]C2CCCCO2)[CH2:7][CH2:6][C:3]21[CH2:5][CH2:4]2.CC1C=CC(S(O)(=O)=O)=CC=1. (2) The reactants are: Cl[CH2:2][C:3]([NH:5][CH:6]1[CH2:8][CH2:7]1)=[O:4].[Br:9][C:10]1[CH:11]=[C:12]([SH:16])[CH:13]=[CH:14][CH:15]=1.C([O-])([O-])=O.[K+].[K+]. Given the product [Br:9][C:10]1[CH:11]=[C:12]([S:16][CH2:2][C:3]([NH:5][CH:6]2[CH2:8][CH2:7]2)=[O:4])[CH:13]=[CH:14][CH:15]=1, predict the reactants needed to synthesize it. (3) Given the product [F:1][C:2]([F:4])([F:3])[S:5]([OH:8])(=[O:7])=[O:6].[F:1][C:2]([F:4])([F:3])[S:5]([OH:8])(=[O:7])=[O:6].[CH2:36]([PH:35]([Pt:34][PH:17]([CH2:9][CH2:10][CH2:11][CH2:12][CH2:13][CH2:14][CH2:15][CH3:16])([CH2:18][CH2:19][CH2:20][CH2:21][CH2:22][CH2:23][CH2:24][CH3:25])[CH2:26][CH2:27][CH2:28][CH2:29][CH2:30][CH2:31][CH2:32][CH3:33])([CH2:44][CH2:45][CH2:46][CH2:47][CH2:48][CH2:49][CH2:50][CH3:51])[CH2:52][CH2:53][CH2:54][CH2:55][CH2:56][CH2:57][CH2:58][CH3:59])[CH2:37][CH2:38][CH2:39][CH2:40][CH2:41][CH2:42][CH3:43], predict the reactants needed to synthesize it. The reactants are: [F:1][C:2]([S:5]([O-:8])(=[O:7])=[O:6])([F:4])[F:3].[CH2:9]([PH:17]([Pt-2:34](Cl)(Cl)[PH:35]([CH2:52][CH2:53][CH2:54][CH2:55][CH2:56][CH2:57][CH2:58][CH3:59])([CH2:44][CH2:45][CH2:46][CH2:47][CH2:48][CH2:49][CH2:50][CH3:51])[CH2:36][CH2:37][CH2:38][CH2:39][CH2:40][CH2:41][CH2:42][CH3:43])([CH2:26][CH2:27][CH2:28][CH2:29][CH2:30][CH2:31][CH2:32][CH3:33])[CH2:18][CH2:19][CH2:20][CH2:21][CH2:22][CH2:23][CH2:24][CH3:25])[CH2:10][CH2:11][CH2:12][CH2:13][CH2:14][CH2:15][CH3:16]. (4) Given the product [CH:1]1([NH:4][C:5](=[O:30])[C:6]2[CH:11]=[CH:10][C:9]([CH3:12])=[C:8]([N:13]3[C:22](=[O:23])[C:21]4[C:16](=[CH:17][CH:18]=[C:19]([CH2:24][CH2:25][CH2:26][N:27]([CH3:28])[CH3:29])[CH:20]=4)[N:15]=[CH:14]3)[CH:7]=2)[CH2:3][CH2:2]1, predict the reactants needed to synthesize it. The reactants are: [CH:1]1([NH:4][C:5](=[O:30])[C:6]2[CH:11]=[CH:10][C:9]([CH3:12])=[C:8]([N:13]3[C:22](=[O:23])[C:21]4[C:16](=[CH:17][CH:18]=[C:19]([C:24]#[C:25][CH2:26][N:27]([CH3:29])[CH3:28])[CH:20]=4)[N:15]=[CH:14]3)[CH:7]=2)[CH2:3][CH2:2]1.CO. (5) The reactants are: [OH:1][C:2]1[C:11]([OH:12])=[C:10]2[C:5]([C:6](=[O:21])[C:7]([C:13]3[CH:18]=[CH:17][CH:16]=[CH:15][C:14]=3[O:19]C)=[CH:8][O:9]2)=[CH:4][CH:3]=1.B(Br)(Br)Br. Given the product [OH:1][C:2]1[C:11]([OH:12])=[C:10]2[C:5]([C:6](=[O:21])[C:7]([C:13]3[CH:18]=[CH:17][CH:16]=[CH:15][C:14]=3[OH:19])=[CH:8][O:9]2)=[CH:4][CH:3]=1, predict the reactants needed to synthesize it. (6) Given the product [Br:20][C:21]1[CH:26]=[CH:25][C:24]([F:27])=[CH:23][C:22]=1[CH2:28][N:14]1[N:18]=[N:17][C:16]([CH3:19])=[N:15]1, predict the reactants needed to synthesize it. The reactants are: ClC1C=CC(/C=C/C(O)=O)=C(C[N:14]2[N:18]=[N:17][C:16]([CH3:19])=[N:15]2)C=1.[Br:20][C:21]1[CH:26]=[CH:25][C:24]([F:27])=[CH:23][C:22]=1[CH2:28]Br.CC1NN=NN=1. (7) Given the product [Cl:28][C:9]1[N:5]2[CH2:4][CH2:3][N:2]([CH3:1])[C:10]3([CH2:11][CH2:12][N:13]([C:16]([O:18][C:19]([CH3:22])([CH3:21])[CH3:20])=[O:17])[CH2:14][CH2:15]3)[C:6]2=[CH:7][CH:8]=1, predict the reactants needed to synthesize it. The reactants are: [CH3:1][N:2]1[C:10]2([CH2:15][CH2:14][N:13]([C:16]([O:18][C:19]([CH3:22])([CH3:21])[CH3:20])=[O:17])[CH2:12][CH2:11]2)[C:6]2=[CH:7][CH:8]=[CH:9][N:5]2[CH2:4][CH2:3]1.FC(F)(F)S([Cl:28])(=O)=O.